From a dataset of Forward reaction prediction with 1.9M reactions from USPTO patents (1976-2016). Predict the product of the given reaction. Given the reactants [C:1]([C:3]1[CH:4]=[C:5]([CH:23]=[CH:24][CH:25]=1)[CH2:6][CH2:7][O:8][CH2:9][CH2:10][C:11]([N:13]([CH:17]1[CH2:22][CH2:21][CH2:20][CH2:19][CH2:18]1)[CH2:14][CH:15]=O)=[O:12])#[N:2].Cl.[NH2:27][CH2:28][CH2:29][C:30]1[C:35]2[O:36][CH2:37][C:38](=[O:40])[NH:39][C:34]=2[C:33]([OH:41])=[CH:32][CH:31]=1.C(=O)(O)[O-].[Na+].C(O[BH-](OC(=O)C)OC(=O)C)(=O)C.[Na+].[C:61](O[C:61]([O:63][C:64]([CH3:67])([CH3:66])[CH3:65])=[O:62])([O:63][C:64]([CH3:67])([CH3:66])[CH3:65])=[O:62], predict the reaction product. The product is: [C:1]([C:3]1[CH:4]=[C:5]([CH:23]=[CH:24][CH:25]=1)[CH2:6][CH2:7][O:8][CH2:9][CH2:10][C:11]([N:13]([CH2:14][CH2:15][N:27]([CH2:28][CH2:29][C:30]1[C:35]2[O:36][CH2:37][C:38](=[O:40])[NH:39][C:34]=2[C:33]([OH:41])=[CH:32][CH:31]=1)[C:61](=[O:62])[O:63][C:64]([CH3:67])([CH3:66])[CH3:65])[CH:17]1[CH2:22][CH2:21][CH2:20][CH2:19][CH2:18]1)=[O:12])#[N:2].